From a dataset of Peptide-MHC class II binding affinity with 134,281 pairs from IEDB. Regression. Given a peptide amino acid sequence and an MHC pseudo amino acid sequence, predict their binding affinity value. This is MHC class II binding data. The peptide sequence is AFKVAATAINAAPAN. The MHC is DRB1_0802 with pseudo-sequence DRB1_0802. The binding affinity (normalized) is 0.875.